This data is from Full USPTO retrosynthesis dataset with 1.9M reactions from patents (1976-2016). The task is: Predict the reactants needed to synthesize the given product. (1) Given the product [OH:13][CH2:12][CH2:11][NH:10][CH2:8][C:7]1[CH:16]=[C:17]([S:20]([NH2:21])(=[O:23])=[O:22])[CH:18]=[CH:19][C:6]=1[O:5][C:4]1[CH:24]=[CH:25][C:26]([S:27][CH3:28])=[C:2]([CH3:1])[CH:3]=1, predict the reactants needed to synthesize it. The reactants are: [CH3:1][C:2]1[CH:3]=[C:4]([CH:24]=[CH:25][C:26]=1[S:27][CH3:28])[O:5][C:6]1[CH:19]=[CH:18][C:17]([S:20](=[O:23])(=[O:22])[NH2:21])=[CH:16][C:7]=1[C:8]([NH:10][CH2:11][C:12](OC)=[O:13])=O.B.C1COCC1. (2) The reactants are: CC1C=CC(S([O:11][CH:12]2[CH2:17][CH2:16][CH2:15][C:14]([CH3:19])([CH3:18])[CH2:13]2)(=O)=O)=CC=1.[Cl:20][C:21]1[N:26]=[CH:25][C:24](O)=[CH:23][CH:22]=1.[OH-].[K+]. Given the product [Cl:20][C:21]1[N:26]=[CH:25][C:24]([O:11][CH:12]2[CH2:17][CH2:16][CH2:15][C:14]([CH3:18])([CH3:19])[CH2:13]2)=[CH:23][CH:22]=1, predict the reactants needed to synthesize it. (3) Given the product [CH2:7]([O:9][C:10]1[CH:11]=[C:12]([CH:15]=[CH:16][C:17]=1[O:18][CH3:19])[CH2:13][NH2:14])[CH3:8], predict the reactants needed to synthesize it. The reactants are: [H-].[Al+3].[Li+].[H-].[H-].[H-].[CH2:7]([O:9][C:10]1[CH:11]=[C:12]([CH:15]=[CH:16][C:17]=1[O:18][CH3:19])[C:13]#[N:14])[CH3:8].C(C(C(C([O-])=O)O)O)([O-])=O.[Na+].[K+]. (4) Given the product [CH3:1][NH:2][CH2:12][CH2:13][N:14]1[C:23]2[C:18](=[CH:19][C:20]([NH:24][C:25]([C:27]3[S:28][CH:29]=[CH:30][CH:31]=3)=[NH:26])=[CH:21][CH:22]=2)[CH2:17][CH2:16][C:15]1=[O:32], predict the reactants needed to synthesize it. The reactants are: [CH3:1][N:2]([CH2:12][CH2:13][N:14]1[C:23]2[C:18](=[CH:19][C:20]([NH:24][C:25]([C:27]3[S:28][CH:29]=[CH:30][CH:31]=3)=[NH:26])=[CH:21][CH:22]=2)[CH2:17][CH2:16][C:15]1=[O:32])C(=O)OC1C=CC=CC=1.[OH-].[Na+]. (5) Given the product [CH:1]1([C:4]2[CH:23]=[C:22]([CH:21]=[C:6]([CH:7]=[C:8]3[CH2:9][CH2:10][NH:11][CH2:12][CH2:13]3)[CH:5]=2)[O:24][C:25]2[CH:30]=[CH:29][C:28]([C:31]([F:34])([F:32])[F:33])=[CH:27][N:26]=2)[CH2:2][CH2:3]1, predict the reactants needed to synthesize it. The reactants are: [CH:1]1([C:4]2[CH:5]=[C:6]([CH:21]=[C:22]([O:24][C:25]3[CH:30]=[CH:29][C:28]([C:31]([F:34])([F:33])[F:32])=[CH:27][N:26]=3)[CH:23]=2)[CH:7]=[C:8]2[CH2:13][CH2:12][N:11](C(OC(C)(C)C)=O)[CH2:10][CH2:9]2)[CH2:3][CH2:2]1.FC(F)(F)C(O)=O.